This data is from Catalyst prediction with 721,799 reactions and 888 catalyst types from USPTO. The task is: Predict which catalyst facilitates the given reaction. (1) Reactant: [CH3:1][O:2][CH2:3]COCCOCCO.[OH-].[K+].[C:14]1([CH3:24])[CH:19]=[CH:18][C:17]([S:20](Cl)(=[O:22])=[O:21])=[CH:16][CH:15]=1. Product: [S:20]([C:17]1[CH:18]=[CH:19][C:14]([CH3:24])=[CH:15][CH:16]=1)([OH:2])(=[O:22])=[O:21].[CH3:1][O:2][CH3:3]. The catalyst class is: 20. (2) The catalyst class is: 9. Reactant: [CH3:1][C:2]1([NH:8][C:9](=[O:15])[O:10][C:11]([CH3:14])([CH3:13])[CH3:12])[CH2:7][CH2:6][NH:5][CH2:4][CH2:3]1.C(=O)([O-])[O-].[K+].[K+].Cl[C:23]1[CH:28]=[N:27][CH:26]=[CH:25][N:24]=1. Product: [CH3:1][C:2]1([NH:8][C:9](=[O:15])[O:10][C:11]([CH3:14])([CH3:13])[CH3:12])[CH2:3][CH2:4][N:5]([C:23]2[CH:28]=[N:27][CH:26]=[CH:25][N:24]=2)[CH2:6][CH2:7]1. (3) Reactant: Br[C:2]1[CH:7]=[C:6]([S:8]([CH3:11])(=[O:10])=[O:9])[CH:5]=[C:4]([O:12][CH2:13][C:14]2[CH:19]=[CH:18][C:17]([O:20][CH3:21])=[CH:16][CH:15]=2)[CH:3]=1.[CH3:22][N:23]1[CH:28]=[C:27](B2OC(C)(C)C(C)(C)O2)[CH:26]=[C:25]([CH3:38])[C:24]1=[O:39].[O-]P([O-])([O-])=O.[K+].[K+].[K+]. Product: [CH3:21][O:20][C:17]1[CH:18]=[CH:19][C:14]([CH2:13][O:12][C:4]2[CH:3]=[C:2]([C:27]3[CH:26]=[C:25]([CH3:38])[C:24](=[O:39])[N:23]([CH3:22])[CH:28]=3)[CH:7]=[C:6]([S:8]([CH3:11])(=[O:10])=[O:9])[CH:5]=2)=[CH:15][CH:16]=1. The catalyst class is: 117. (4) The catalyst class is: 84. Reactant: [Br:1][C:2]1[CH:3]=[C:4]([CH:9]([NH:11][CH:12]2[CH2:14][CH2:13]2)[CH3:10])[CH:5]=[N:6][C:7]=1[Cl:8].O1CCCC1.C(=O)([O-])O.[Na+].[C:25](O[C:25]([O:27][C:28]([CH3:31])([CH3:30])[CH3:29])=[O:26])([O:27][C:28]([CH3:31])([CH3:30])[CH3:29])=[O:26]. Product: [Br:1][C:2]1[CH:3]=[C:4]([CH:9]([N:11]([CH:12]2[CH2:14][CH2:13]2)[C:25](=[O:26])[O:27][C:28]([CH3:31])([CH3:30])[CH3:29])[CH3:10])[CH:5]=[N:6][C:7]=1[Cl:8]. (5) Reactant: [S:1]([OH:11])(=[O:10])([C:3]1[CH:8]=[CH:7][C:6]([NH2:9])=[CH:5][CH:4]=1)=[O:2].[Li+:12].[OH-]. Product: [Li+:12].[S:1]([O-:11])(=[O:10])([C:3]1[CH:4]=[CH:5][C:6]([NH2:9])=[CH:7][CH:8]=1)=[O:2]. The catalyst class is: 6. (6) Reactant: [CH3:1][O:2][C:3]1[CH:52]=[CH:51][C:6]([C:7]([O:22][CH2:23][C:24]2[CH:25]=[C:26]([CH:48]=[CH:49][CH:50]=2)[CH2:27][NH:28][C:29]([NH:31][CH2:32][C:33]2[CH:38]=[CH:37][CH:36]=[C:35]([CH2:39][O:40][Si](C(C)(C)C)(C)C)[N:34]=2)=[O:30])([C:16]2[CH:21]=[CH:20][CH:19]=[CH:18][CH:17]=2)[C:8]2[CH:13]=[CH:12][C:11]([O:14][CH3:15])=[CH:10][CH:9]=2)=[CH:5][CH:4]=1.CCCC[N+](CCCC)(CCCC)CCCC.[F-]. Product: [CH3:15][O:14][C:11]1[CH:10]=[CH:9][C:8]([C:7]([O:22][CH2:23][C:24]2[CH:25]=[C:26]([CH:48]=[CH:49][CH:50]=2)[CH2:27][NH:28][C:29]([NH:31][CH2:32][C:33]2[CH:38]=[CH:37][CH:36]=[C:35]([CH2:39][OH:40])[N:34]=2)=[O:30])([C:16]2[CH:17]=[CH:18][CH:19]=[CH:20][CH:21]=2)[C:6]2[CH:5]=[CH:4][C:3]([O:2][CH3:1])=[CH:52][CH:51]=2)=[CH:13][CH:12]=1. The catalyst class is: 1. (7) Reactant: [CH2:1]([O:3][C:4]([C:6]1[N:7]=[C:8]([CH:11]2[CH2:16][CH2:15][N:14](C(OC(C)(C)C)=O)[CH2:13][CH2:12]2)[S:9][CH:10]=1)=[O:5])[CH3:2].[ClH:24].C(O)C. Product: [ClH:24].[NH:14]1[CH2:15][CH2:16][CH:11]([C:8]2[S:9][CH:10]=[C:6]([C:4]([O:3][CH2:1][CH3:2])=[O:5])[N:7]=2)[CH2:12][CH2:13]1. The catalyst class is: 27.